From a dataset of Catalyst prediction with 721,799 reactions and 888 catalyst types from USPTO. Predict which catalyst facilitates the given reaction. (1) Reactant: [CH3:1][O:2][C:3](=[O:29])[CH2:4][C:5]1[N:6]=[C:7]([NH:10][C:11](=[O:28])[CH:12]([C:19]2[CH:24]=[CH:23][C:22]([N+:25]([O-])=O)=[CH:21][CH:20]=2)[CH2:13][CH:14]2[CH2:18][CH2:17][CH2:16][CH2:15]2)[S:8][CH:9]=1. Product: [CH3:1][O:2][C:3](=[O:29])[CH2:4][C:5]1[N:6]=[C:7]([NH:10][C:11](=[O:28])[CH:12]([C:19]2[CH:20]=[CH:21][C:22]([NH2:25])=[CH:23][CH:24]=2)[CH2:13][CH:14]2[CH2:15][CH2:16][CH2:17][CH2:18]2)[S:8][CH:9]=1. The catalyst class is: 78. (2) Reactant: [C:1]([O:5][C@@H:6]([C:12]1[C:13]([CH3:34])=[N:14][C:15]([CH3:33])=[C:16]([C:26]2[CH:31]=[CH:30][C:29](O)=[CH:28][CH:27]=2)[C:17]=1[N:18]1[CH2:23][CH2:22][C:21]([CH3:25])([CH3:24])[CH2:20][CH2:19]1)[C:7]([O:9]CC)=[O:8])([CH3:4])([CH3:3])[CH3:2].[Cl:35][C:36]1[CH:41]=[CH:40][C:39]([CH2:42][CH2:43][OH:44])=[CH:38][CH:37]=1.C1C=CC(P(C2C=CC=CC=2)C2C=CC=CC=2)=CC=1.CCOC(/N=N/C(OCC)=O)=O.[OH-].[Na+]. Product: [C:1]([O:5][C@@H:6]([C:12]1[C:13]([CH3:34])=[N:14][C:15]([CH3:33])=[C:16]([C:26]2[CH:27]=[CH:28][C:29]([O:44][CH2:43][CH2:42][C:39]3[CH:40]=[CH:41][C:36]([Cl:35])=[CH:37][CH:38]=3)=[CH:30][CH:31]=2)[C:17]=1[N:18]1[CH2:19][CH2:20][C:21]([CH3:25])([CH3:24])[CH2:22][CH2:23]1)[C:7]([OH:9])=[O:8])([CH3:4])([CH3:2])[CH3:3]. The catalyst class is: 36. (3) Reactant: [O:1]1[CH:5]=[CH:4][C:3]([C:6]2[C:11]3[C:12]([CH3:18])=[C:13]([C:15]([OH:17])=O)[O:14][C:10]=3[CH:9]=[CH:8][CH:7]=2)=[CH:2]1.[CH3:19][O:20][C:21](=[O:43])[C@@H:22]([NH:26][S:27]([C:30]1[CH:35]=[CH:34][C:33]([C:36]2[CH:41]=[CH:40][C:39]([NH2:42])=[CH:38][CH:37]=2)=[CH:32][CH:31]=1)(=[O:29])=[O:28])[CH:23]([CH3:25])[CH3:24].F[P-](F)(F)(F)(F)F.N1(O[P+](N(C)C)(N(C)C)N(C)C)C2C=CC=CC=2N=N1.C(N(CC)C(C)C)(C)C. Product: [CH3:19][O:20][C:21](=[O:43])[C@@H:22]([NH:26][S:27]([C:30]1[CH:35]=[CH:34][C:33]([C:36]2[CH:37]=[CH:38][C:39]([NH:42][C:15]([C:13]3[O:14][C:10]4[CH:9]=[CH:8][CH:7]=[C:6]([C:3]5[CH:4]=[CH:5][O:1][CH:2]=5)[C:11]=4[C:12]=3[CH3:18])=[O:17])=[CH:40][CH:41]=2)=[CH:32][CH:31]=1)(=[O:29])=[O:28])[CH:23]([CH3:25])[CH3:24]. The catalyst class is: 650.